Dataset: Forward reaction prediction with 1.9M reactions from USPTO patents (1976-2016). Task: Predict the product of the given reaction. (1) Given the reactants [Br:1][C:2]1[CH:3]=[CH:4][C:5]([CH3:22])=[C:6]([N:8]2[CH2:13][CH2:12][N:11](C(OC(C)(C)C)=O)[CH2:10][C:9]2=[O:21])[CH:7]=1.FC(F)(F)C(O)=O, predict the reaction product. The product is: [Br:1][C:2]1[CH:3]=[CH:4][C:5]([CH3:22])=[C:6]([N:8]2[CH2:13][CH2:12][NH:11][CH2:10][C:9]2=[O:21])[CH:7]=1. (2) Given the reactants O=[C:2]1[CH2:7][CH2:6][CH2:5][CH2:4][CH:3]1[N:8]1[C:12]([C:13]2[CH:18]=[CH:17][CH:16]=[CH:15][CH:14]=2)=[C:11]([C:19]([O:21][CH2:22][CH3:23])=[O:20])[N:10]=[CH:9]1.[CH3:24]C(C)([O-])C.[K+], predict the reaction product. The product is: [CH2:24]=[C:2]1[CH2:7][CH2:6][CH2:5][CH2:4][CH:3]1[N:8]1[C:12]([C:13]2[CH:18]=[CH:17][CH:16]=[CH:15][CH:14]=2)=[C:11]([C:19]([O:21][CH2:22][CH3:23])=[O:20])[N:10]=[CH:9]1. (3) The product is: [CH2:1]([NH:8][CH2:9][CH:10]([CH2:21][O:22][Si:27]([C:23]([CH3:26])([CH3:25])[CH3:24])([CH3:29])[CH3:28])[CH:11]([C:13]1[CH:18]=[CH:17][C:16]([F:19])=[C:15]([Cl:20])[CH:14]=1)[OH:12])[C:2]1[CH:7]=[CH:6][CH:5]=[CH:4][CH:3]=1. Given the reactants [CH2:1]([NH:8][CH2:9][CH:10]([CH2:21][OH:22])[CH:11]([C:13]1[CH:18]=[CH:17][C:16]([F:19])=[C:15]([Cl:20])[CH:14]=1)[OH:12])[C:2]1[CH:7]=[CH:6][CH:5]=[CH:4][CH:3]=1.[C:23]([Si:27](Cl)([CH3:29])[CH3:28])([CH3:26])([CH3:25])[CH3:24].C(N(CC)CC)C, predict the reaction product. (4) Given the reactants [C:1]1([C@@H:7]2[CH2:9][C@H:8]2[N:10]=[C:11]=[O:12])[CH:6]=[CH:5][CH:4]=[CH:3][CH:2]=1.[NH2:13][CH2:14][CH2:15][CH2:16][N:17]1[C:25]2[C:24]([CH3:26])=[C:23]([CH3:27])[N:22]=[C:21]([NH2:28])[C:20]=2[N:19]=[C:18]1[CH3:29], predict the reaction product. The product is: [NH2:28][C:21]1[C:20]2[N:19]=[C:18]([CH3:29])[N:17]([CH2:16][CH2:15][CH2:14][NH:13][C:11]([NH:10][C@@H:8]3[CH2:9][C@H:7]3[C:1]3[CH:6]=[CH:5][CH:4]=[CH:3][CH:2]=3)=[O:12])[C:25]=2[C:24]([CH3:26])=[C:23]([CH3:27])[N:22]=1. (5) Given the reactants [Br:1][C:2]1[CH:3]=[N:4][C:5]([C:8]2[C:13]([F:14])=[CH:12][C:11]([O:15]C)=[CH:10][C:9]=2[F:17])=[N:6][CH:7]=1.B(Br)(Br)Br.CO.C([O-])(O)=O.[Na+], predict the reaction product. The product is: [Br:1][C:2]1[CH:7]=[N:6][C:5]([C:8]2[C:9]([F:17])=[CH:10][C:11]([OH:15])=[CH:12][C:13]=2[F:14])=[N:4][CH:3]=1. (6) Given the reactants C(OC([N:8]([CH2:32][CH2:33][C:34]1[CH:39]=[CH:38][CH:37]=[CH:36][N:35]=1)[C:9]1[CH:31]=[CH:30][C:12]([NH:13][C:14]([C:16]2[CH:21]=[CH:20][CH:19]=[CH:18][C:17]=2[C:22]2[CH:27]=[CH:26][C:25]([O:28]C)=[CH:24][CH:23]=2)=[O:15])=[CH:11][CH:10]=1)=O)(C)(C)C.Br, predict the reaction product. The product is: [OH:28][C:25]1[CH:26]=[CH:27][C:22]([C:17]2[C:16]([C:14]([NH:13][C:12]3[CH:30]=[CH:31][C:9]([NH:8][CH2:32][CH2:33][C:34]4[CH:39]=[CH:38][CH:37]=[CH:36][N:35]=4)=[CH:10][CH:11]=3)=[O:15])=[CH:21][CH:20]=[CH:19][CH:18]=2)=[CH:23][CH:24]=1. (7) Given the reactants [N:1]1[CH:6]=[CH:5][CH:4]=[CH:3][C:2]=1[C:7]1[O:11][N:10]=[C:9]([C:12]([O:14]CC)=[O:13])[C:8]=1[C:17]([F:20])([F:19])[F:18].[OH-].[Na+], predict the reaction product. The product is: [N:1]1[CH:6]=[CH:5][CH:4]=[CH:3][C:2]=1[C:7]1[O:11][N:10]=[C:9]([C:12]([OH:14])=[O:13])[C:8]=1[C:17]([F:20])([F:18])[F:19].